Predict which catalyst facilitates the given reaction. From a dataset of Catalyst prediction with 721,799 reactions and 888 catalyst types from USPTO. (1) Product: [F:11][C:12]1[CH:17]=[CH:16][C:15]([C:18]2[O:19][C:20]3[CH:30]=[C:29]([N:31]([CH3:36])[S:32]([CH3:35])(=[O:33])=[O:34])[C:28]([C:2]4[CH:3]=[CH:4][C:5]5[N:6]([CH:8]=[CH:9][N:10]=5)[CH:7]=4)=[CH:27][C:21]=3[C:22]=2[C:23]([NH:25][CH3:26])=[O:24])=[CH:14][CH:13]=1. The catalyst class is: 38. Reactant: Br[C:2]1[CH:3]=[CH:4][C:5]2[N:6]([CH:8]=[CH:9][N:10]=2)[CH:7]=1.[F:11][C:12]1[CH:17]=[CH:16][C:15]([C:18]2[O:19][C:20]3[CH:30]=[C:29]([N:31]([CH3:36])[S:32]([CH3:35])(=[O:34])=[O:33])[C:28](B4OC(C)(C)C(C)(C)O4)=[CH:27][C:21]=3[C:22]=2[C:23]([NH:25][CH3:26])=[O:24])=[CH:14][CH:13]=1.[O-]P([O-])([O-])=O.[K+].[K+].[K+]. (2) Reactant: C([Li])CCC.C(N)(C)C.[C:10]([CH:12]([CH3:18])[C:13]([O:15][CH2:16][CH3:17])=[O:14])#[N:11].Cl[CH2:20][S:21][CH2:22]Cl. Product: [C:10]([C:12]([CH3:18])([CH2:20][S:21][CH3:22])[C:13]([O:15][CH2:16][CH3:17])=[O:14])#[N:11]. The catalyst class is: 28. (3) Reactant: [Li+].[OH-].C([O:5][C:6](=[O:20])[CH2:7][NH:8][C:9](=[O:19])[CH2:10][CH2:11][C:12]1[CH:17]=[CH:16][C:15]([OH:18])=[CH:14][CH:13]=1)C. Product: [OH:18][C:15]1[CH:16]=[CH:17][C:12]([CH2:11][CH2:10][C:9]([NH:8][CH2:7][C:6]([OH:20])=[O:5])=[O:19])=[CH:13][CH:14]=1. The catalyst class is: 87.